From a dataset of Full USPTO retrosynthesis dataset with 1.9M reactions from patents (1976-2016). Predict the reactants needed to synthesize the given product. (1) Given the product [C:19]([C:21]1[N:26]=[CH:25][C:24]([CH:27]([C:42]2[C:43](=[O:49])[CH2:44][CH2:45][CH2:46][C:6]=2[O:7][CH3:9])[NH:28][C:29]([NH:31][C:32]2[CH:37]=[CH:36][CH:35]=[C:34]([C:38]([F:41])([F:39])[F:40])[CH:33]=2)=[O:30])=[CH:23][CH:22]=1)#[N:20], predict the reactants needed to synthesize it. The reactants are: F[B-](F)(F)F.[CH3:6][O+:7]([CH3:9])C.C(N(CC)C(C)C)(C)C.[C:19]([C:21]1[N:26]=[CH:25][C:24]([CH:27]([C:42]2C(=O)[CH2:46][CH2:45][CH2:44][C:43]=2[OH:49])[NH:28][C:29]([NH:31][C:32]2[CH:37]=[CH:36][CH:35]=[C:34]([C:38]([F:41])([F:40])[F:39])[CH:33]=2)=[O:30])=[CH:23][CH:22]=1)#[N:20]. (2) Given the product [CH3:21][O:1][C:2]1[C:3]2[CH:14]=[C:13]([C:15]([F:18])([F:16])[F:17])[CH:12]=[CH:11][C:4]=2[S:5][C:6]=1[C:7]([O:9][CH3:10])=[O:8], predict the reactants needed to synthesize it. The reactants are: [OH:1][C:2]1[C:3]2[CH:14]=[C:13]([C:15]([F:18])([F:17])[F:16])[CH:12]=[CH:11][C:4]=2[S:5][C:6]=1[C:7]([O:9][CH3:10])=[O:8].CI.[C:21](=O)([O-])[O-].[K+].[K+].CN(C)C=O. (3) Given the product [Cl:1][C:2]1[CH:3]=[CH:4][C:5]2[N:9]([C:25]([O:27][C:28]([CH3:29])([CH3:30])[CH3:31])=[O:26])[C:8](=[O:10])[NH:7][C:6]=2[CH:16]=1, predict the reactants needed to synthesize it. The reactants are: [Cl:1][C:2]1[CH:3]=[CH:4][C:5]2[NH:9][C:8](=[O:10])[N:7](C(OCC)=O)[C:6]=2[CH:16]=1.[CH3:29][C:28]([O:27][C:25](O[C:25]([O:27][C:28]([CH3:31])([CH3:30])[CH3:29])=[O:26])=[O:26])([CH3:31])[CH3:30].C(N)(C)C. (4) Given the product [CH:1]1([CH2:6][CH:7]([N:11]2[C:16](=[O:17])[CH:15]=[C:14]([O:18][C:19]3[CH:24]=[CH:23][CH:22]=[C:21]([O:25][C:26]4[CH:31]=[CH:30][CH:29]=[CH:28][CH:27]=4)[CH:20]=3)[CH:13]=[N:12]2)[C:8]([NH:32][C:33]2[CH:37]=[CH:36][N:35]([CH2:38][C:39]([OH:41])([CH3:42])[CH3:40])[N:34]=2)=[O:9])[CH2:2][CH2:3][CH2:4][CH2:5]1, predict the reactants needed to synthesize it. The reactants are: [CH:1]1([CH2:6][CH:7]([N:11]2[C:16](=[O:17])[CH:15]=[C:14]([O:18][C:19]3[CH:24]=[CH:23][CH:22]=[C:21]([O:25][C:26]4[CH:31]=[CH:30][CH:29]=[CH:28][CH:27]=4)[CH:20]=3)[CH:13]=[N:12]2)[C:8](O)=[O:9])[CH2:5][CH2:4][CH2:3][CH2:2]1.[NH2:32][C:33]1[CH:37]=[CH:36][N:35]([CH2:38][C:39]([CH3:42])([OH:41])[CH3:40])[N:34]=1. (5) Given the product [CH2:4]([C:3]1[N:1]=[CH:2][O:20][C:19]=1[C:18]1[CH:21]=[CH:22][C:23]([C:25]([F:26])([F:27])[F:28])=[CH:24][C:17]=1[F:16])[CH3:5], predict the reactants needed to synthesize it. The reactants are: [N+:1]([CH:3](S(C1C=CC(C)=CC=1)(=O)=O)[CH2:4][CH3:5])#[C-:2].[F:16][C:17]1[CH:24]=[C:23]([C:25]([F:28])([F:27])[F:26])[CH:22]=[CH:21][C:18]=1[CH:19]=[O:20].C([O-])([O-])=O.[K+].[K+].